This data is from Reaction yield outcomes from USPTO patents with 853,638 reactions. The task is: Predict the reaction yield, written as a fraction of the theoretical maximum amount of product (1.0 means a 100% yield; for example, 0.34 means a 34% yield). (1) The reactants are Br[C:2]1[S:10][C:9]2[C:8](=[O:11])[NH:7][C:6]([CH3:13])([CH3:12])[N:5]([CH3:14])[C:4]=2[CH:3]=1.[N:15]1[C:24]2[C:19](=[CH:20][CH:21]=[CH:22][CH:23]=2)[C:18](B(O)O)=[CH:17][CH:16]=1.C(=O)([O-])[O-].[Cs+].[Cs+].COCCOC. The catalyst is O. The product is [CH3:14][N:5]1[C:4]2[CH:3]=[C:2]([C:18]3[C:19]4[C:24](=[CH:23][CH:22]=[CH:21][CH:20]=4)[N:15]=[CH:16][CH:17]=3)[S:10][C:9]=2[C:8](=[O:11])[NH:7][C:6]1([CH3:13])[CH3:12]. The yield is 0.290. (2) The reactants are [Cl-].O[NH3+].[C:4](=[O:7])([O-])[OH:5].[Na+].[CH3:9][C:10]1[O:14][C:13]([CH2:15][O:16][C@H:17]2[CH2:22][CH2:21][C@H:20]([N:23]3[C:28](=[O:29])[C:27]([CH2:30][C:31]4[CH:36]=[CH:35][C:34]([C:37]5[C:38]([C:43]#[N:44])=[CH:39][CH:40]=[CH:41][CH:42]=5)=[CH:33][CH:32]=4)=[C:26]([CH2:45][CH2:46][CH3:47])[N:25]4[N:48]=[CH:49][N:50]=[C:24]34)[CH2:19][CH2:18]2)=[N:12][N:11]=1.[N:51]12CCCN=C1CCCCC2.Cl. The catalyst is O1CCCC1.C(OCC)(=O)C.O.CS(C)=O. The product is [CH3:9][C:10]1[O:14][C:13]([CH2:15][O:16][C@H:17]2[CH2:22][CH2:21][C@H:20]([N:23]3[C:28](=[O:29])[C:27]([CH2:30][C:31]4[CH:36]=[CH:35][C:34]([C:37]5[CH:42]=[CH:41][CH:40]=[CH:39][C:38]=5[C:43]5[NH:51][C:4](=[O:7])[O:5][N:44]=5)=[CH:33][CH:32]=4)=[C:26]([CH2:45][CH2:46][CH3:47])[N:25]4[N:48]=[CH:49][N:50]=[C:24]34)[CH2:19][CH2:18]2)=[N:12][N:11]=1. The yield is 0.150.